From a dataset of Forward reaction prediction with 1.9M reactions from USPTO patents (1976-2016). Predict the product of the given reaction. (1) Given the reactants C(NC1C=CC(C2C=C3C(CN([C@@H](C(C)C)C(OC)=O)C3=O)=CC=2)=CC=1)(=O)C1C=CC=CC=1.[NH2:34][C:35]1[CH:40]=[CH:39][C:38]([C:41]2[CH:49]=[C:48]3[C:44]([CH2:45][N:46]([C:51]4([C:56]([O:58][CH3:59])=[O:57])[CH2:55][CH2:54][CH2:53][CH2:52]4)[C:47]3=[O:50])=[CH:43][CH:42]=2)=[CH:37][CH:36]=1.[C:60]([C:64]1[CH:72]=[CH:71][C:67]([C:68](Cl)=[O:69])=[CH:66][CH:65]=1)([CH3:63])([CH3:62])[CH3:61], predict the reaction product. The product is: [C:60]([C:64]1[CH:65]=[CH:66][C:67]([C:68]([NH:34][C:35]2[CH:36]=[CH:37][C:38]([C:41]3[CH:49]=[C:48]4[C:44]([CH2:45][N:46]([C:51]5([C:56]([O:58][CH3:59])=[O:57])[CH2:55][CH2:54][CH2:53][CH2:52]5)[C:47]4=[O:50])=[CH:43][CH:42]=3)=[CH:39][CH:40]=2)=[O:69])=[CH:71][CH:72]=1)([CH3:63])([CH3:61])[CH3:62]. (2) Given the reactants [CH:1]([C:3]1[CH:12]=[CH:11][C:6]([C:7]([O:9][CH3:10])=[O:8])=[CH:5][CH:4]=1)=[O:2].[CH2:13](O)CO.C1(C)C=CC(S(O)(=O)=O)=CC=1.[H-].COCCO[Al+]OCCOC.[Na+].[H-].C(C(C(C([O-])=O)O)O)([O-])=O.[Na+].[K+], predict the reaction product. The product is: [O:9]1[CH2:10][CH2:13][O:8][CH:7]1[C:6]1[CH:11]=[CH:12][C:3]([CH2:1][OH:2])=[CH:4][CH:5]=1. (3) Given the reactants [F:1][C:2]([F:35])([F:34])[C:3]1[CH:4]=[C:5]([C@H:13]([O:15][C@@H:16]2[C@@H:20]([C:21]3[CH:26]=[CH:25][C:24]([F:27])=[CH:23][CH:22]=3)[CH2:19][N:18]([C:28]3[CH2:32][CH2:31][C:30](=[O:33])[CH:29]=3)[CH2:17]2)[CH3:14])[CH:6]=[C:7]([C:9]([F:12])([F:11])[F:10])[CH:8]=1.[CH2:36]=O.Cl.[CH3:39][NH:40][CH3:41], predict the reaction product. The product is: [F:10][C:9]([F:11])([F:12])[C:7]1[CH:6]=[C:5]([C@H:13]([O:15][C@@H:16]2[C@@H:20]([C:21]3[CH:22]=[CH:23][C:24]([F:27])=[CH:25][CH:26]=3)[CH2:19][N:18]([C:28]3[CH2:32][CH2:31][C:30](=[O:33])[C:29]=3[CH2:39][N:40]([CH3:36])[CH3:41])[CH2:17]2)[CH3:14])[CH:4]=[C:3]([C:2]([F:1])([F:34])[F:35])[CH:8]=1. (4) Given the reactants [C:1]([CH2:3][C:4]1[C:12]2[C:7](=[CH:8][CH:9]=[C:10]([O:13][CH3:14])[CH:11]=2)[N:6](C(OC(C)(C)C)=O)[CH:5]=1)#[N:2].[H-].[Na+].[F:24][C:25]1[C:30]([CH:31]=O)=[CH:29][CH:28]=[CH:27][N:26]=1.C(OCC)C, predict the reaction product. The product is: [F:24][C:25]1[C:30](/[CH:31]=[C:3](/[C:4]2[C:12]3[C:7](=[CH:8][CH:9]=[C:10]([O:13][CH3:14])[CH:11]=3)[NH:6][CH:5]=2)\[C:1]#[N:2])=[CH:29][CH:28]=[CH:27][N:26]=1.